This data is from Reaction yield outcomes from USPTO patents with 853,638 reactions. The task is: Predict the reaction yield, written as a fraction of the theoretical maximum amount of product (1.0 means a 100% yield; for example, 0.34 means a 34% yield). The reactants are [OH:1][CH2:2][CH2:3][O:4][CH2:5][N:6]1[CH:13]=[CH:12][C:10](=[O:11])[NH:9][C:7]1=[O:8].[C:14]1([C:20](Cl)([C:27]2[CH:32]=[CH:31][CH:30]=[CH:29][CH:28]=2)[C:21]2[CH:26]=[CH:25][CH:24]=[CH:23][CH:22]=2)[CH:19]=[CH:18][CH:17]=[CH:16][CH:15]=1.O. The catalyst is N1C=CC=CC=1. The product is [C:20]([O:1][CH2:2][CH2:3][O:4][CH2:5][N:6]1[CH:13]=[CH:12][C:10](=[O:11])[NH:9][C:7]1=[O:8])([C:14]1[CH:19]=[CH:18][CH:17]=[CH:16][CH:15]=1)([C:27]1[CH:28]=[CH:29][CH:30]=[CH:31][CH:32]=1)[C:21]1[CH:22]=[CH:23][CH:24]=[CH:25][CH:26]=1. The yield is 0.200.